From a dataset of Reaction yield outcomes from USPTO patents with 853,638 reactions. Predict the reaction yield, written as a fraction of the theoretical maximum amount of product (1.0 means a 100% yield; for example, 0.34 means a 34% yield). (1) The reactants are [CH3:1][C:2]1[CH:7]=[CH:6][CH:5]=[CH:4][C:3]=1[C:8]1[CH:13]=[CH:12][C:11]([CH:14]=O)=[CH:10][CH:9]=1.[CH3:16][NH:17][CH2:18][CH:19]([C:21]1[CH:26]=[CH:25][CH:24]=[CH:23][CH:22]=1)[OH:20].[BH-](OC(C)=O)(OC(C)=O)OC(C)=O.[Na+]. No catalyst specified. The product is [CH3:16][N:17]([CH2:18][CH:19]([C:21]1[CH:26]=[CH:25][CH:24]=[CH:23][CH:22]=1)[OH:20])[CH2:14][C:11]1[CH:10]=[CH:9][C:8]([C:3]2[CH:4]=[CH:5][CH:6]=[CH:7][C:2]=2[CH3:1])=[CH:13][CH:12]=1. The yield is 0.110. (2) The reactants are [F:1][C:2]1[CH:13]=[CH:12][C:5]2[NH:6][C:7](=[O:11])[O:8][C:9](=[O:10])[C:4]=2[CH:3]=1.[H-].[Na+].[CH2:16](Br)[C:17]1[CH:22]=[CH:21][CH:20]=[CH:19][CH:18]=1. The catalyst is CN(C=O)C. The yield is 0.420. The product is [CH2:16]([N:6]1[C:5]2[CH:12]=[CH:13][C:2]([F:1])=[CH:3][C:4]=2[C:9](=[O:10])[O:8][C:7]1=[O:11])[C:17]1[CH:22]=[CH:21][CH:20]=[CH:19][CH:18]=1. (3) The product is [F:40][C:35]1[CH:34]=[C:33]([N+:30]([O-:32])=[O:31])[CH:38]=[CH:37][C:36]=1[O:39][C:2]1[C:7]2[S:8][C:9]([C:11]3[N:16]=[C:15]([CH2:17][N:18]([CH2:26][CH2:27][O:28][CH3:29])[C:19](=[O:25])[O:20][C:21]([CH3:24])([CH3:23])[CH3:22])[CH:14]=[CH:13][CH:12]=3)=[CH:10][C:6]=2[CH:5]=[CH:4][CH:3]=1. The yield is 0.470. The reactants are Cl[C:2]1[C:7]2[S:8][C:9]([C:11]3[N:16]=[C:15]([CH2:17][N:18]([CH2:26][CH2:27][O:28][CH3:29])[C:19](=[O:25])[O:20][C:21]([CH3:24])([CH3:23])[CH3:22])[CH:14]=[CH:13][CH:12]=3)=[CH:10][C:6]=2[CH:5]=[CH:4][CH:3]=1.[N+:30]([C:33]1[CH:38]=[CH:37][C:36]([OH:39])=[C:35]([F:40])[CH:34]=1)([O-:32])=[O:31].CCN(CC)CC. The catalyst is C1(OC2C=CC=CC=2)C=CC=CC=1.C1COCC1.CCOC(C)=O.